From a dataset of Forward reaction prediction with 1.9M reactions from USPTO patents (1976-2016). Predict the product of the given reaction. (1) Given the reactants [CH2:1]([O:3][C:4]([C:6]1[NH:7][CH:8]=[CH:9][C:10]=1[CH3:11])=[O:5])[CH3:2].[F:12][C:13]([F:25])([F:24])[C:14]1[CH:19]=[CH:18][C:17]([CH2:20][C:21](Cl)=[O:22])=[CH:16][CH:15]=1, predict the reaction product. The product is: [CH2:1]([O:3][C:4]([C:6]1[NH:7][CH:8]=[C:9]([C:21](=[O:22])[CH2:20][C:17]2[CH:16]=[CH:15][C:14]([C:13]([F:24])([F:12])[F:25])=[CH:19][CH:18]=2)[C:10]=1[CH3:11])=[O:5])[CH3:2]. (2) Given the reactants C(Cl)CCl.[CH3:5][NH:6][CH2:7][CH2:8][C:9]1[CH:14]=[CH:13][CH:12]=[CH:11][CH:10]=1.[Cl:15][C:16]1[CH:17]=[C:18]([C:22]#[C:23][C:24]([OH:26])=O)[CH:19]=[CH:20][CH:21]=1, predict the reaction product. The product is: [Cl:15][C:16]1[CH:17]=[C:18]([C:22]#[C:23][C:24]([N:6]([CH3:5])[CH2:7][CH2:8][C:9]2[CH:14]=[CH:13][CH:12]=[CH:11][CH:10]=2)=[O:26])[CH:19]=[CH:20][CH:21]=1. (3) Given the reactants [CH2:1]([O:8][C:9]([NH:11][CH2:12][CH2:13][CH2:14][O:15][N:16]1C(=O)C2=CC=CC=C2C1=O)=[O:10])[C:2]1[CH:7]=[CH:6][CH:5]=[CH:4][CH:3]=1.O1CCCC1.CN, predict the reaction product. The product is: [CH2:1]([O:8][C:9]([NH:11][CH2:12][CH2:13][CH2:14][O:15][NH2:16])=[O:10])[C:2]1[CH:3]=[CH:4][CH:5]=[CH:6][CH:7]=1.